Binary Classification. Given a drug SMILES string, predict its activity (active/inactive) in a high-throughput screening assay against a specified biological target. From a dataset of Cav3 T-type calcium channel HTS with 100,875 compounds. (1) The molecule is O(c1cc(NC(=O)Nc2c(cccc2)C(=O)N)ccc1OC)C. The result is 0 (inactive). (2) The compound is O=C(N1CCC(CC1)Cc1ccccc1)COc1ccc(NC(=O)c2occc2)cc1. The result is 1 (active).